Predict the reaction yield, written as a fraction of the theoretical maximum amount of product (1.0 means a 100% yield; for example, 0.34 means a 34% yield). From a dataset of Reaction yield outcomes from USPTO patents with 853,638 reactions. (1) The reactants are [NH2:1][C:2]1[CH:7]=[CH:6][CH:5]=[CH:4][N:3]=1.CCN=C=NCCCN(C)C.Cl.CN(C1C=CC=CN=1)C.[Cl:29][C:30]([F:35])([F:34])[C:31](O)=[O:32]. The catalyst is ClCCl. The product is [Cl:29][C:30]([F:35])([F:34])[C:31]([N:1]=[C:2]1[CH:7]=[CH:6][CH:5]=[CH:4][NH:3]1)=[O:32]. The yield is 0.240. (2) The reactants are [Cl:1][C:2]1[N:7]=[C:6](Cl)[C:5]([F:9])=[CH:4][N:3]=1.[CH2:10]([Sn](CCCC)(CCCC)C=C)[CH2:11]CC.[F-].[K+]. The catalyst is ClCCl.Cl[Pd](Cl)([P](C1C=CC=CC=1)(C1C=CC=CC=1)C1C=CC=CC=1)[P](C1C=CC=CC=1)(C1C=CC=CC=1)C1C=CC=CC=1. The product is [Cl:1][C:2]1[N:7]=[C:6]([CH:10]=[CH2:11])[C:5]([F:9])=[CH:4][N:3]=1. The yield is 0.770. (3) The reactants are O[C:2]1([C:30]2[CH:34]=[CH:33][S:32][CH:31]=2)[C:6]2[C:7]([CH3:27])=[C:8]([N:13]3[CH2:18][CH2:17][N:16]([C:19]4[CH:24]=[CH:23][C:22]([O:25][CH3:26])=[CH:21][CH:20]=4)[CH2:15][CH2:14]3)[C:9]([CH3:12])=[C:10]([CH3:11])[C:5]=2[O:4][C:3]1([CH3:29])[CH3:28]. The catalyst is C(O)C. The product is [CH3:28][C:3]1([CH3:29])[CH:2]([C:30]2[CH:34]=[CH:33][S:32][CH:31]=2)[C:6]2[C:7]([CH3:27])=[C:8]([N:13]3[CH2:18][CH2:17][N:16]([C:19]4[CH:20]=[CH:21][C:22]([O:25][CH3:26])=[CH:23][CH:24]=4)[CH2:15][CH2:14]3)[C:9]([CH3:12])=[C:10]([CH3:11])[C:5]=2[O:4]1. The yield is 0.770. (4) The reactants are [Cl:1][C:2]1[CH:3]=[C:4]([N:8]2[C:12]([C:13]3[CH:18]=[CH:17][CH:16]=[C:15]([O:19][C:20]([F:23])([F:22])[F:21])[CH:14]=3)=[CH:11][C:10]([C:24]([O:26]CC)=[O:25])=[N:9]2)[CH:5]=[CH:6][CH:7]=1.[OH-].[K+]. No catalyst specified. The yield is 0.950. The product is [Cl:1][C:2]1[CH:3]=[C:4]([N:8]2[C:12]([C:13]3[CH:18]=[CH:17][CH:16]=[C:15]([O:19][C:20]([F:23])([F:22])[F:21])[CH:14]=3)=[CH:11][C:10]([C:24]([OH:26])=[O:25])=[N:9]2)[CH:5]=[CH:6][CH:7]=1.